Task: Predict the reactants needed to synthesize the given product.. Dataset: Full USPTO retrosynthesis dataset with 1.9M reactions from patents (1976-2016) (1) Given the product [CH2:9]([O:8][C:6](=[O:7])[CH:5]([CH:11]1[CH2:14][N:13]([C:37]([O:39][C:40]([CH3:41])([CH3:42])[CH3:43])=[O:38])[CH2:12]1)[C:4]([O:3][CH2:1][CH3:2])=[O:28])[CH3:10], predict the reactants needed to synthesize it. The reactants are: [CH2:1]([O:3][C:4](=[O:28])[CH:5]([CH:11]1[CH2:14][N:13](C(C2C=CC=CC=2)C2C=CC=CC=2)[CH2:12]1)[C:6]([O:8][CH2:9][CH3:10])=[O:7])[CH3:2].[CH3:41][C:40]([O:39][C:37](O[C:37]([O:39][C:40]([CH3:43])([CH3:42])[CH3:41])=[O:38])=[O:38])([CH3:43])[CH3:42]. (2) Given the product [CH2:1]([O:8][NH:9][C:10]([C@H:12]1[C@@H:17]([OH:18])[C@H:16]([OH:20])[C@H:15]([OH:23])[CH2:14][N:13]1[S:24]([C:27]1[CH:32]=[CH:31][C:30]([O:33][C:34]2[CH:39]=[CH:38][CH:37]=[CH:36][CH:35]=2)=[CH:29][CH:28]=1)(=[O:25])=[O:26])=[O:11])[C:2]1[CH:3]=[CH:4][CH:5]=[CH:6][CH:7]=1, predict the reactants needed to synthesize it. The reactants are: [CH2:1]([O:8][NH:9][C:10]([C@H:12]1[C@H:17]2[O:18]C(C)(C)[O:20][C@@H:16]2[C@H:15]([OH:23])[CH2:14][N:13]1[S:24]([C:27]1[CH:32]=[CH:31][C:30]([O:33][C:34]2[CH:39]=[CH:38][CH:37]=[CH:36][CH:35]=2)=[CH:29][CH:28]=1)(=[O:26])=[O:25])=[O:11])[C:2]1[CH:7]=[CH:6][CH:5]=[CH:4][CH:3]=1.